From a dataset of Full USPTO retrosynthesis dataset with 1.9M reactions from patents (1976-2016). Predict the reactants needed to synthesize the given product. (1) Given the product [Br:1][C:2]1[CH:3]=[C:4]([CH:5]=[CH:6][CH:7]=1)[O:8][CH2:16][C:17](=[O:19])[CH3:18], predict the reactants needed to synthesize it. The reactants are: [Br:1][C:2]1[CH:3]=[C:4]([OH:8])[CH:5]=[CH:6][CH:7]=1.C(=O)([O-])[O-].[Cs+].[Cs+].Cl[CH2:16][C:17](=[O:19])[CH3:18]. (2) Given the product [CH:1]1([C:7]([N:27]2[C:28]3[C:33](=[CH:32][CH:31]=[CH:30][CH:29]=3)[CH2:34][CH2:35][CH:26]2[CH2:25][N:22]2[CH2:21][CH2:20][N:19]([C:14]3[CH:15]=[CH:16][CH:17]=[C:18]4[C:13]=3[CH:12]=[CH:11][NH:10]4)[CH2:24][CH2:23]2)=[O:8])[CH2:6][CH2:5][CH2:4][CH2:3][CH2:2]1, predict the reactants needed to synthesize it. The reactants are: [CH:1]1([C:7](Cl)=[O:8])[CH2:6][CH2:5][CH2:4][CH2:3][CH2:2]1.[NH:10]1[C:18]2[C:13](=[C:14]([N:19]3[CH2:24][CH2:23][N:22]([CH2:25][CH:26]4[CH2:35][CH2:34][C:33]5[C:28](=[CH:29][CH:30]=[CH:31][CH:32]=5)[NH:27]4)[CH2:21][CH2:20]3)[CH:15]=[CH:16][CH:17]=2)[CH:12]=[CH:11]1. (3) The reactants are: [Cl:1][C:2]1[C:7]([CH2:8][O:9][CH2:10][CH2:11][NH:12][C:13](=[O:19])[O:14][C:15]([CH3:18])([CH3:17])[CH3:16])=[CH:6][CH:5]=[C:4]([CH3:20])[N:3]=1.C1C=C(Cl)C=C(C(OO)=[O:29])C=1. Given the product [Cl:1][C:2]1[C:7]([CH2:8][O:9][CH2:10][CH2:11][NH:12][C:13](=[O:19])[O:14][C:15]([CH3:16])([CH3:17])[CH3:18])=[CH:6][CH:5]=[C:4]([CH3:20])[N+:3]=1[O-:29], predict the reactants needed to synthesize it. (4) Given the product [CH3:31][CH:30]([CH3:32])[C@H:27]([NH:26][CH2:25][C:7]1([CH2:16][CH2:17][CH2:18][C:19]2[CH:20]=[CH:21][CH:22]=[CH:23][CH:24]=2)[CH2:6][C:5]2[C:4]3[C:12](=[CH:13][CH:14]=[CH:2][CH:3]=3)[NH:11][C:10]=2[CH2:9][CH2:8]1)[CH2:28][OH:29], predict the reactants needed to synthesize it. The reactants are: Cl[C:2]1[CH:3]=[C:4]2[C:12](=[C:13](Cl)[CH:14]=1)[NH:11][C:10]1[CH2:9][CH2:8][C:7]([CH2:25][NH:26][C@@H:27]([CH:30]([CH3:32])[CH3:31])[CH2:28][OH:29])([CH2:16][CH2:17][CH2:18][C:19]3[CH:24]=[CH:23][CH:22]=[CH:21][CH:20]=3)[CH2:6][C:5]2=1.ClC1C=C(Cl)C=CC=1NN. (5) The reactants are: [C:1]([O:5][C:6]([N:8]1[CH2:13][CH2:12][CH:11]([CH:14]([C:16]2[CH:21]=[CH:20][C:19]([Br:22])=[CH:18][CH:17]=2)[OH:15])[CH2:10][CH2:9]1)=[O:7])([CH3:4])([CH3:3])[CH3:2].[C:23]1(O)[CH:28]=[CH:27][CH:26]=[CH:25][CH:24]=1.C1C=CC(P(C2C=CC=CC=2)C2C=CC=CC=2)=CC=1.CC(OC(/N=N/C(OC(C)C)=O)=O)C. Given the product [C:1]([O:5][C:6]([N:8]1[CH2:9][CH2:10][CH:11]([CH:14]([C:16]2[CH:21]=[CH:20][C:19]([Br:22])=[CH:18][CH:17]=2)[O:15][C:23]2[CH:28]=[CH:27][CH:26]=[CH:25][CH:24]=2)[CH2:12][CH2:13]1)=[O:7])([CH3:4])([CH3:2])[CH3:3], predict the reactants needed to synthesize it. (6) Given the product [F:39][C:2]([F:1])([F:38])[C:3]1[CH:4]=[C:5]([C@H:13]([O:15][C@H:16]2[O:30][CH2:29][C@@H:19]3[CH2:20][N:21]([C:23]4[CH2:27][CH:26]([OH:51])[C:25](=[O:28])[CH:24]=4)[CH2:22][C@H:18]3[C@@H:17]2[C:31]2[CH:36]=[CH:35][C:34]([F:37])=[CH:33][CH:32]=2)[CH3:14])[CH:6]=[C:7]([C:9]([F:10])([F:11])[F:12])[CH:8]=1, predict the reactants needed to synthesize it. The reactants are: [F:1][C:2]([F:39])([F:38])[C:3]1[CH:4]=[C:5]([C@H:13]([O:15][C@H:16]2[O:30][CH2:29][C@@H:19]3[CH2:20][N:21]([C:23]4[CH2:27][CH2:26][C:25](=[O:28])[CH:24]=4)[CH2:22][C@H:18]3[C@@H:17]2[C:31]2[CH:36]=[CH:35][C:34]([F:37])=[CH:33][CH:32]=2)[CH3:14])[CH:6]=[C:7]([C:9]([F:12])([F:11])[F:10])[CH:8]=1.[Li+].CC([N-]C(C)C)C.C1C[O:51]CC1.